This data is from HIV replication inhibition screening data with 41,000+ compounds from the AIDS Antiviral Screen. The task is: Binary Classification. Given a drug SMILES string, predict its activity (active/inactive) in a high-throughput screening assay against a specified biological target. (1) The result is 0 (inactive). The compound is CCCCCCCCCCCCOS(=O)(=O)O.[NaH]. (2) The molecule is CN(C(=O)C1(C(=O)C=[N+]=[N-])CC1)c1ccccc1. The result is 0 (inactive). (3) The drug is COc1ccc(CN2COc3c(cc(Cl)c4cccnc34)C2)cc1. The result is 0 (inactive). (4) The drug is CC(C)C(=O)OCN(C)c1nc(N(C)COC(=O)C(C)C)nc(N(C)COC(=O)C(C)C)n1. The result is 0 (inactive). (5) The compound is CC(=NNC(=O)c1cccc2c(=O)c3ccccc3[nH]c12)C1CCC2C3CCC4=CC(=NNC(=O)c5cccc6c(=O)c7ccccc7[nH]c56)CCC4(C)C3CCC12C. The result is 0 (inactive). (6) The molecule is CCOC(=O)C(NC(C)=O)(Nc1ccc(F)cc1)C(F)(F)F. The result is 0 (inactive). (7) The drug is CCOC(=O)C(C#N)C(C)CC. The result is 0 (inactive). (8) The compound is CC=CCC(C)C(O)C(NC)C(=O)O. The result is 0 (inactive). (9) The compound is CCOC(=O)c1nnsc1NC(=O)Nc1ccc(Cc2ccc(NC(=O)Nc3snnc3C(=O)OCC)cc2)cc1. The result is 0 (inactive).